Regression. Given two drug SMILES strings and cell line genomic features, predict the synergy score measuring deviation from expected non-interaction effect. From a dataset of NCI-60 drug combinations with 297,098 pairs across 59 cell lines. (1) Drug 2: C1C(C(OC1N2C=NC(=NC2=O)N)CO)O. Synergy scores: CSS=6.71, Synergy_ZIP=-1.48, Synergy_Bliss=-2.60, Synergy_Loewe=-1.11, Synergy_HSA=-2.33. Drug 1: C1C(C(OC1N2C=NC3=C2NC=NCC3O)CO)O. Cell line: HT29. (2) Drug 1: CC1=C(C(=O)C2=C(C1=O)N3CC4C(C3(C2COC(=O)N)OC)N4)N. Drug 2: COCCOC1=C(C=C2C(=C1)C(=NC=N2)NC3=CC=CC(=C3)C#C)OCCOC.Cl. Cell line: DU-145. Synergy scores: CSS=61.8, Synergy_ZIP=-2.79, Synergy_Bliss=-3.98, Synergy_Loewe=-31.3, Synergy_HSA=-1.15.